Dataset: Catalyst prediction with 721,799 reactions and 888 catalyst types from USPTO. Task: Predict which catalyst facilitates the given reaction. (1) Reactant: [CH2:1]([O:3][C:4]([C:6]1[C:11]([CH3:12])=[CH:10][CH:9]=[C:8](Cl)[N:7]=1)=[O:5])[CH3:2].ClC(Cl)C(O)=[O:17].C([O-])(O)=O.[Na+]. Product: [CH2:1]([O:3][C:4]([C:6]1[NH:7][C:8](=[O:17])[CH:9]=[CH:10][C:11]=1[CH3:12])=[O:5])[CH3:2]. The catalyst class is: 6. (2) Reactant: I.[Br:2][C:3]1[CH:4]=[C:5]2[C:10]([NH:11][C@H:12]3[C@@H:16]([O:17][CH3:18])[CH2:15][NH:14][CH2:13]3)=[C:9]([C:19]([NH2:21])=[O:20])[CH:8]=[N:7][N:6]2[CH:22]=1.CS[C:25]1[N:30]=[CH:29][C:28]([C:31]#[N:32])=[CH:27][N:26]=1.C(N(CC)C(C)C)(C)C.O. Product: [Br:2][C:3]1[CH:4]=[C:5]2[C:10]([NH:11][C@H:12]3[C@@H:16]([O:17][CH3:18])[CH2:15][N:14]([C:25]4[N:30]=[CH:29][C:28]([C:31]#[N:32])=[CH:27][N:26]=4)[CH2:13]3)=[C:9]([C:19]([NH2:21])=[O:20])[CH:8]=[N:7][N:6]2[CH:22]=1. The catalyst class is: 9.